From a dataset of Forward reaction prediction with 1.9M reactions from USPTO patents (1976-2016). Predict the product of the given reaction. (1) Given the reactants [Cl:1][C:2]1[CH:7]=[C:6]([Cl:8])[CH:5]=[CH:4][C:3]=1[N:9]1[C:13]([C:14]2[CH:19]=[CH:18][C:17]([O:20]C)=[CH:16][CH:15]=2)=[C:12]([CH3:22])[C:11]([C:23]([OH:25])=[O:24])=[N:10]1.Br, predict the reaction product. The product is: [Cl:1][C:2]1[CH:7]=[C:6]([Cl:8])[CH:5]=[CH:4][C:3]=1[N:9]1[C:13]([C:14]2[CH:19]=[CH:18][C:17]([OH:20])=[CH:16][CH:15]=2)=[C:12]([CH3:22])[C:11]([C:23]([OH:25])=[O:24])=[N:10]1. (2) The product is: [CH3:9][O:10][C:11](=[O:38])[C:12]1[CH:17]=[C:16]([C:18](=[O:34])[C:19]2[CH:20]=[CH:21][C:22]([N:25]([C:27]3[CH:32]=[CH:31][C:30]([Cl:33])=[CH:29][CH:28]=3)[CH3:26])=[CH:23][CH:24]=2)[CH:15]=[CH:14][C:13]=1[N:35]1[CH:2]=[C:1]([C:3]2[CH:8]=[CH:7][CH:6]=[CH:5][CH:4]=2)[N:37]=[N:36]1. Given the reactants [C:1]([C:3]1[CH:8]=[CH:7][CH:6]=[CH:5][CH:4]=1)#[CH:2].[CH3:9][O:10][C:11](=[O:38])[C:12]1[CH:17]=[C:16]([C:18](=[O:34])[C:19]2[CH:24]=[CH:23][C:22]([N:25]([C:27]3[CH:32]=[CH:31][C:30]([Cl:33])=[CH:29][CH:28]=3)[CH3:26])=[CH:21][CH:20]=2)[CH:15]=[CH:14][C:13]=1[N:35]=[N+:36]=[N-:37].CNCCNC, predict the reaction product. (3) Given the reactants [CH3:1][Si:2]([CH3:33])([C:27]1[CH:32]=[CH:31][CH:30]=[CH:29][CH:28]=1)[C@@H:3]1[C@@H:10]2[CH:11]=[CH:12][C@H:4]1[C@@H:5]1[C@H:9]2[CH2:8][N:7]([C:13]2[CH:20]=[CH:19][C:16]([C:17]#[N:18])=[C:15]([C:21]([F:24])([F:23])[F:22])[CH:14]=2)[S:6]1(=[O:26])=[O:25].CI.[Li+].[CH3:37][Si]([N-][Si](C)(C)C)(C)C, predict the reaction product. The product is: [CH3:1][Si:2]([CH3:33])([C:27]1[CH:32]=[CH:31][CH:30]=[CH:29][CH:28]=1)[C@@H:3]1[C@@H:10]2[CH:11]=[CH:12][C@H:4]1[C@:5]1([CH3:37])[C@H:9]2[CH2:8][N:7]([C:13]2[CH:20]=[CH:19][C:16]([C:17]#[N:18])=[C:15]([C:21]([F:23])([F:22])[F:24])[CH:14]=2)[S:6]1(=[O:25])=[O:26]. (4) Given the reactants [CH2:1]([OH:5])[CH2:2][CH2:3][OH:4].C(N(C(C)C)CC)(C)C.[Si:15](Cl)([C:28]([CH3:31])([CH3:30])[CH3:29])([C:22]1[CH:27]=[CH:26][CH:25]=[CH:24][CH:23]=1)[C:16]1[CH:21]=[CH:20][CH:19]=[CH:18][CH:17]=1, predict the reaction product. The product is: [Si:15]([O:4][CH2:3][CH2:2][CH2:1][OH:5])([C:28]([CH3:31])([CH3:30])[CH3:29])([C:22]1[CH:23]=[CH:24][CH:25]=[CH:26][CH:27]=1)[C:16]1[CH:21]=[CH:20][CH:19]=[CH:18][CH:17]=1.